From a dataset of Full USPTO retrosynthesis dataset with 1.9M reactions from patents (1976-2016). Predict the reactants needed to synthesize the given product. Given the product [NH2:1][C:2]1[N:3]=[CH:4][C:5]([C:18]2[CH:19]=[CH:20][C:21]([C:22]([N:24]3[CH2:30][CH2:29][CH2:28][NH:27][CH2:26][CH2:25]3)=[O:23])=[CH:38][CH:39]=2)=[N:6][C:7]=1[C:8]1[N:9]=[C:10]2[CH2:16][CH:15]=[C:14]([CH3:17])[CH:13]=[C:11]2[N:12]=1, predict the reactants needed to synthesize it. The reactants are: [NH2:1][C:2]1[N:3]=[CH:4][C:5]([C:18]2[CH:39]=[CH:38][C:21]([C:22]([N:24]3[CH2:30][CH2:29][CH2:28][N:27](C(OC(C)(C)C)=O)[CH2:26][CH2:25]3)=[O:23])=[CH:20][CH:19]=2)=[N:6][C:7]=1[C:8]1[NH:12][C:11]2[CH:13]=[C:14]([CH3:17])[CH:15]=[CH:16][C:10]=2[N:9]=1.C(O)(C(F)(F)F)=O.